This data is from Full USPTO retrosynthesis dataset with 1.9M reactions from patents (1976-2016). The task is: Predict the reactants needed to synthesize the given product. Given the product [CH3:1][C:2]1[C:10]([C:11]2[S:15][C:14]([C:16]([OH:18])=[O:17])=[C:13]([C:21]3[CH:26]=[CH:25][CH:24]=[CH:23][CH:22]=3)[CH:12]=2)=[C:5]2[CH:6]=[CH:7][CH:8]=[CH:9][N:4]2[N:3]=1, predict the reactants needed to synthesize it. The reactants are: [CH3:1][C:2]1[C:10]([C:11]2[S:15][C:14]([C:16]([O:18]CC)=[O:17])=[C:13]([C:21]3[CH:26]=[CH:25][CH:24]=[CH:23][CH:22]=3)[CH:12]=2)=[C:5]2[CH:6]=[CH:7][CH:8]=[CH:9][N:4]2[N:3]=1.[OH-].[Na+].C1COCC1.Cl.